Dataset: Full USPTO retrosynthesis dataset with 1.9M reactions from patents (1976-2016). Task: Predict the reactants needed to synthesize the given product. Given the product [N:22]1[CH:27]=[CH:26][CH:25]=[C:24]([CH:28]=[CH:29][C:30]([NH:17][C:16]2[CH:18]=[CH:19][C:13]([S:10]([C:6]3[CH:7]=[CH:8][CH:9]=[C:4]([O:3][C:2]([F:1])([F:20])[F:21])[CH:5]=3)(=[O:12])=[O:11])=[CH:14][CH:15]=2)=[O:31])[CH:23]=1, predict the reactants needed to synthesize it. The reactants are: [F:1][C:2]([F:21])([F:20])[O:3][C:4]1[CH:5]=[C:6]([S:10]([C:13]2[CH:19]=[CH:18][C:16]([NH2:17])=[CH:15][CH:14]=2)(=[O:12])=[O:11])[CH:7]=[CH:8][CH:9]=1.[N:22]1[CH:27]=[CH:26][CH:25]=[C:24]([CH:28]=[CH:29][C:30](Cl)=[O:31])[CH:23]=1.C([O-])([O-])=O.[K+].[K+].